From a dataset of Forward reaction prediction with 1.9M reactions from USPTO patents (1976-2016). Predict the product of the given reaction. (1) Given the reactants [Cl:1][C:2]1(C)[CH:7]=[C:6](I)[CH:5]=[CH:4][NH:3]1.[C:10](=[O:13])([O-])O.[Na+].CN(C)[CH:17]=[O:18].[C]=O.[CH3:22]O, predict the reaction product. The product is: [CH3:10][O:13][C:17](=[O:18])[C:6]1[CH:5]=[CH:4][N:3]=[C:2]([Cl:1])[C:7]=1[CH3:22]. (2) The product is: [CH:38]([O:41][N:42]=[CH:1][C:3]1[CH:4]=[C:5]([CH:35]=[CH:36][CH:37]=1)[CH2:6][N:7]([C@@H:25]1[C:34]2[C:29](=[CH:30][CH:31]=[CH:32][CH:33]=2)[CH2:28][CH2:27][CH2:26]1)[C:8]([C:10]1[CH:15]=[C:14]([C:16]([OH:18])=[O:17])[C:13]([C:19]([OH:21])=[O:20])=[CH:12][C:11]=1[C:22]([OH:24])=[O:23])=[O:9])([CH3:40])[CH3:39]. Given the reactants [CH:1]([C:3]1[CH:4]=[C:5]([CH:35]=[CH:36][CH:37]=1)[CH2:6][N:7]([C@@H:25]1[C:34]2[C:29](=[CH:30][CH:31]=[CH:32][CH:33]=2)[CH2:28][CH2:27][CH2:26]1)[C:8]([C:10]1[CH:15]=[C:14]([C:16]([OH:18])=[O:17])[C:13]([C:19]([OH:21])=[O:20])=[CH:12][C:11]=1[C:22]([OH:24])=[O:23])=[O:9])=O.[CH:38]([O:41][NH2:42])([CH3:40])[CH3:39], predict the reaction product. (3) The product is: [C:1]([O:5][C:6]([NH:8][C@@H:9]([C:11]1[C:12]([F:40])=[C:13]([C:17]2[CH:22]=[C:21]([NH:44][CH2:43][CH:42]([CH3:45])[CH3:41])[CH:20]=[C:19]([CH2:24][O:25][C:26]3[CH:31]=[CH:30][CH:29]=[CH:28][C:27]=3[CH2:32][C:33]([O:35][C:36]([CH3:39])([CH3:38])[CH3:37])=[O:34])[CH:18]=2)[CH:14]=[CH:15][CH:16]=1)[CH3:10])=[O:7])([CH3:4])([CH3:3])[CH3:2]. Given the reactants [C:1]([O:5][C:6]([NH:8][C@@H:9]([C:11]1[C:12]([F:40])=[C:13]([C:17]2[CH:22]=[C:21](Cl)[CH:20]=[C:19]([CH2:24][O:25][C:26]3[CH:31]=[CH:30][CH:29]=[CH:28][C:27]=3[CH2:32][C:33]([O:35][C:36]([CH3:39])([CH3:38])[CH3:37])=[O:34])[CH:18]=2)[CH:14]=[CH:15][CH:16]=1)[CH3:10])=[O:7])([CH3:4])([CH3:3])[CH3:2].[CH3:41][CH:42]([CH3:45])[CH2:43][NH2:44], predict the reaction product. (4) Given the reactants [NH:1]1[C:5]2[CH:6]=[CH:7][CH:8]=[CH:9][C:4]=2[N:3]=[C:2]1[C:10]1([CH2:16][NH2:17])[CH2:15][CH2:14][NH:13][CH2:12][CH2:11]1.[C:18](=N)([C:25]1[CH:30]=[CH:29][CH:28]=[CH:27][CH:26]=1)[C:19]1[CH:24]=[CH:23][CH:22]=[CH:21][CH:20]=1.C1(C)C=CC(S(O)(=O)=O)=CC=1.C(Cl)Cl, predict the reaction product. The product is: [NH:1]1[C:5]2[CH:6]=[CH:7][CH:8]=[CH:9][C:4]=2[N:3]=[C:2]1[C:10]1([CH2:16][N:17]=[C:18]([C:19]2[CH:24]=[CH:23][CH:22]=[CH:21][CH:20]=2)[C:25]2[CH:30]=[CH:29][CH:28]=[CH:27][CH:26]=2)[CH2:11][CH2:12][NH:13][CH2:14][CH2:15]1. (5) Given the reactants [CH3:1][CH2:2][N:3]([C:10]([C:12]1[C:22](=[O:23])[N:21]([CH3:24])[C:15]2[CH:16]=[CH:17][CH:18]=[C:19]([Cl:20])[C:14]=2[C:13]=1[OH:25])=[O:11])[C:4]1[CH:5]=[CH:6][CH:7]=[CH:8][CH:9]=1.[OH-].[Na+:27].[Na], predict the reaction product. The product is: [CH3:1][CH2:2][N:3]([C:10]([C:12]1[C:22](=[O:23])[N:21]([CH3:24])[C:15]2[CH:16]=[CH:17][CH:18]=[C:19]([Cl:20])[C:14]=2[C:13]=1[O-:25])=[O:11])[C:4]1[CH:5]=[CH:6][CH:7]=[CH:8][CH:9]=1.[Na+:27]. (6) The product is: [Cl:1][CH2:2][CH:3]1[C:11]2[C:10]3[CH:12]=[CH:13][C:14]([NH:16][C:17]([O:19][C:20]([CH3:23])([CH3:21])[CH3:22])=[O:18])=[CH:15][C:9]=3[C:8]([N+:24]([O-:26])=[O:25])=[CH:7][C:6]=2[N:5]([C:42]([C:37]2[NH:38][C:39]3[C:35]([CH:36]=2)=[CH:34][C:33]([O:32][CH2:31][CH2:30][N:29]([CH3:45])[CH3:28])=[CH:41][CH:40]=3)=[O:43])[CH2:4]1. Given the reactants [Cl:1][CH2:2][CH:3]1[C:11]2[C:10]3[CH:12]=[CH:13][C:14]([NH:16][C:17]([O:19][C:20]([CH3:23])([CH3:22])[CH3:21])=[O:18])=[CH:15][C:9]=3[C:8]([N+:24]([O-:26])=[O:25])=[CH:7][C:6]=2[NH:5][CH2:4]1.Cl.[CH3:28][N:29]([CH3:45])[CH2:30][CH2:31][O:32][C:33]1[CH:34]=[C:35]2[C:39](=[CH:40][CH:41]=1)[NH:38][C:37]([C:42](O)=[O:43])=[CH:36]2.CCN=C=NCCCN(C)C.CC1C=CC(S(O)(=O)=O)=CC=1.N, predict the reaction product. (7) Given the reactants [CH3:1][C@H:2]1[O:7][C@@H:6]([CH3:8])[CH2:5][N:4]([C:9]2[CH:26]=[CH:25][C:12]3[CH2:13][N:14](C(OC(C)(C)C)=O)[CH2:15][CH2:16][O:17][C:11]=3[CH:10]=2)[CH2:3]1.C(OCC)(=O)C.[ClH:33], predict the reaction product. The product is: [ClH:33].[ClH:33].[CH3:1][C@H:2]1[O:7][C@@H:6]([CH3:8])[CH2:5][N:4]([C:9]2[CH:26]=[CH:25][C:12]3[CH2:13][NH:14][CH2:15][CH2:16][O:17][C:11]=3[CH:10]=2)[CH2:3]1.